This data is from Full USPTO retrosynthesis dataset with 1.9M reactions from patents (1976-2016). The task is: Predict the reactants needed to synthesize the given product. Given the product [Cl:1][C:2]1[CH:7]=[CH:6][CH:5]=[CH:4][C:3]=1/[CH:8]=[CH:9]/[C:10]([NH:23][C:22]1[CH:24]=[CH:25][CH:26]=[C:20]([N:17]2[C:18]([CH3:19])=[C:14]([CH3:13])[N:15]=[CH:16]2)[CH:21]=1)=[O:12], predict the reactants needed to synthesize it. The reactants are: [Cl:1][C:2]1[CH:7]=[CH:6][CH:5]=[CH:4][C:3]=1[CH:8]=[CH:9][C:10]([OH:12])=O.[CH3:13][C:14]1[N:15]=[CH:16][N:17]([C:20]2[CH:21]=[C:22]([CH:24]=[CH:25][CH:26]=2)[NH2:23])[C:18]=1[CH3:19].